Dataset: Reaction yield outcomes from USPTO patents with 853,638 reactions. Task: Predict the reaction yield, written as a fraction of the theoretical maximum amount of product (1.0 means a 100% yield; for example, 0.34 means a 34% yield). (1) The reactants are CN1CCOCC1.[CH:8]1([CH2:11][NH:12][CH2:13][CH2:14][CH3:15])[CH2:10][CH2:9]1.Cl[C:17]1[C:26]2[C:21](=[CH:22][CH:23]=[CH:24][CH:25]=2)[C:20]([N+:27]([O-:29])=[O:28])=[CH:19][CH:18]=1.C(N=C=O)C1C=CC=CC=1.[N-]=C=O.C(F)(F)(C(F)(F)C(F)(F)F)C(F)(F)C(F)(F)N(C(F)(F)C(F)(F)C(F)(F)C(F)(F)C(F)(F)F)C(F)(F)C(F)(F)C(F)(F)C(F)(F)C(F)(F)F.C(O)C(N)(CO)CO. The catalyst is CS(C)=O. The product is [CH:8]1([CH2:11][N:12]([C:17]2[C:26]3[C:21](=[CH:22][CH:23]=[CH:24][CH:25]=3)[C:20]([N+:27]([O-:29])=[O:28])=[CH:19][CH:18]=2)[CH2:13][CH2:14][CH3:15])[CH2:10][CH2:9]1. The yield is 0.950. (2) The reactants are [C:1]1([C:30]2[CH:35]=[CH:34][CH:33]=[CH:32][CH:31]=2)[CH:6]=[CH:5][CH:4]=[CH:3][C:2]=1[NH:7][C:8]([O:10][CH:11]1[CH2:16][CH2:15][N:14]([CH2:17][CH2:18][C:19](CNCCCCC(O)=O)=[O:20])[CH2:13][CH2:12]1)=[O:9].[O:36]1[CH2:40][CH2:39][O:38][CH:37]1[C:41]1[CH:46]=[CH:45][C:44]([NH2:47])=[CH:43][CH:42]=1.C([N:51]([CH2:55][CH3:56])[CH:52](C)C)(C)C.[OH:57]N1C2N=CC=CC=2N=N1.CCN=C=N[CH2:72][CH2:73][CH2:74]N(C)C.Cl. The catalyst is C(Cl)Cl. The product is [O:36]1[CH2:40][CH2:39][O:38][CH:37]1[C:41]1[CH:46]=[CH:45][C:44]([NH:47][C:72]([CH2:73][CH2:74][CH2:56][CH2:55][N:51]([CH3:52])[C:19]([CH2:18][CH2:17][N:14]2[CH2:15][CH2:16][CH:11]([O:10][C:8](=[O:9])[NH:7][C:2]3[CH:3]=[CH:4][CH:5]=[CH:6][C:1]=3[C:30]3[CH:35]=[CH:34][CH:33]=[CH:32][CH:31]=3)[CH2:12][CH2:13]2)=[O:20])=[O:57])=[CH:43][CH:42]=1. The yield is 1.00. (3) The yield is 0.640. The reactants are O=[C:2]1[CH2:11][N:10]2[C@H:12]3[CH2:17][CH2:16][N:15]([C:18]([O:20][CH2:21][CH3:22])=[O:19])[CH2:14][C@H:13]3[C:8]3[C:9]2=C([CH:5]=[CH:6][CH:7]=3)N1.[H-].[Na+].CI.[CH3:27][N:28]([CH:30]=[O:31])[CH3:29]. The catalyst is O. The product is [CH3:2][CH:11]1[N:10]2[C:12]3[CH2:17][CH2:16][N:15]([C:18]([O:20][CH2:21][CH3:22])=[O:19])[CH2:14][C:13]=3[C:8]3[C:9]2=[C:27]([CH:5]=[CH:6][CH:7]=3)[N:28]([CH3:29])[C:30]1=[O:31]. (4) The reactants are [CH2:1]([C@H:3]1[N:12]([C:13](=[O:22])[C:14]2[CH:19]=[CH:18][C:17]([O:20][CH3:21])=[CH:16][CH:15]=2)[C:11]2[C:6](=[CH:7][CH:8]=[C:9]([F:23])[CH:10]=2)[NH:5][C:4]1=[O:24])[CH3:2].C(=O)([O-])[O-].[K+].[K+].C(=O)([O-])[O-].[Cs+].[Cs+].I[CH2:38][CH3:39]. The catalyst is C(#N)C. The product is [CH2:38]([N:5]1[C:6]2[C:11](=[CH:10][C:9]([F:23])=[CH:8][CH:7]=2)[N:12]([C:13](=[O:22])[C:14]2[CH:19]=[CH:18][C:17]([O:20][CH3:21])=[CH:16][CH:15]=2)[C@H:3]([CH2:1][CH3:2])[C:4]1=[O:24])[CH3:39]. The yield is 0.960.